From a dataset of Peptide-MHC class I binding affinity with 185,985 pairs from IEDB/IMGT. Regression. Given a peptide amino acid sequence and an MHC pseudo amino acid sequence, predict their binding affinity value. This is MHC class I binding data. (1) The peptide sequence is FPFKYAAAF. The MHC is HLA-A02:06 with pseudo-sequence HLA-A02:06. The binding affinity (normalized) is 0.00833. (2) The peptide sequence is FGRAKGSRAI. The MHC is HLA-B51:01 with pseudo-sequence HLA-B51:01. The binding affinity (normalized) is 0.114. (3) The peptide sequence is LIPDGDGEV. The MHC is HLA-A31:01 with pseudo-sequence HLA-A31:01. The binding affinity (normalized) is 0.0847. (4) The peptide sequence is AMYTPHTVL. The MHC is HLA-A29:02 with pseudo-sequence HLA-A29:02. The binding affinity (normalized) is 0.0347.